Dataset: Experimentally validated miRNA-target interactions with 360,000+ pairs, plus equal number of negative samples. Task: Binary Classification. Given a miRNA mature sequence and a target amino acid sequence, predict their likelihood of interaction. The miRNA is hsa-miR-92a-3p with sequence UAUUGCACUUGUCCCGGCCUGU. Result: 1 (interaction). The protein sequence of the target gene is MRAPGCGRLVLPLLLLAAAALAEGDAKGLKEGETPGNFMEDEQWLSSISQYSGKIKHWNRFRDEVEDDYIKSWEDNQQGDEALDTTKDPCQKVKCSRHKVCIAQGYQRAMCISRKKLEHRIKQPTVKLHGNKDSICKPCHMAQLASVCGSDGHTYSSVCKLEQQACLSSKQLAVRCEGPCPCPTEQAATSTADGKPETCTGQDLADLGDRLRDWFQLLHENSKQNGSASSVAGPASGLDKSLGASCKDSIGWMFSKLDTSADLFLDQTELAAINLDKYEVCIRPFFNSCDTYKDGRVSTA....